Dataset: Catalyst prediction with 721,799 reactions and 888 catalyst types from USPTO. Task: Predict which catalyst facilitates the given reaction. (1) Reactant: [C:1]1([CH2:11][N:12]2[C:16]3[CH:17]=[CH:18][C:19]([C:21]#[N:22])=[CH:20][C:15]=3[N:14]=[C:13]2[SH:23])[C:10]2[C:5](=[CH:6][CH:7]=[CH:8][CH:9]=2)[CH:4]=[CH:3][CH:2]=1.C(=O)([O-])[O-].[K+].[K+].Br[CH2:31][CH2:32][CH2:33][C:34]([O:36][CH2:37][CH3:38])=[O:35]. Product: [CH2:37]([O:36][C:34](=[O:35])[CH2:33][CH2:32][CH2:31][S:23][C:13]1[N:12]([CH2:11][C:1]2[C:10]3[C:5](=[CH:6][CH:7]=[CH:8][CH:9]=3)[CH:4]=[CH:3][CH:2]=2)[C:16]2[CH:17]=[CH:18][C:19]([C:21]#[N:22])=[CH:20][C:15]=2[N:14]=1)[CH3:38]. The catalyst class is: 9. (2) The catalyst class is: 10. Reactant: [Cl:1][C:2]1[C:3]([C:9](=[N:24][O:25][CH:26]([C:28]2[CH:33]=[CH:32][C:31]([F:34])=[CH:30][CH:29]=2)[CH3:27])[CH2:10][NH:11][C:12](=[O:23])[C:13]2[CH:18]=[CH:17][CH:16]=[CH:15][C:14]=2[C:19]([F:22])([F:21])[F:20])=[N:4][CH:5]=[C:6]([Cl:8])[CH:7]=1.C(C1C=CC=CC=1)(=O)C1C=CC=CC=1. Product: [Cl:1][C:2]1[C:3](/[C:9](=[N:24]\[O:25][CH:26]([C:28]2[CH:29]=[CH:30][C:31]([F:34])=[CH:32][CH:33]=2)[CH3:27])/[CH2:10][NH:11][C:12](=[O:23])[C:13]2[CH:18]=[CH:17][CH:16]=[CH:15][C:14]=2[C:19]([F:22])([F:20])[F:21])=[N:4][CH:5]=[C:6]([Cl:8])[CH:7]=1.